This data is from Reaction yield outcomes from USPTO patents with 853,638 reactions. The task is: Predict the reaction yield, written as a fraction of the theoretical maximum amount of product (1.0 means a 100% yield; for example, 0.34 means a 34% yield). (1) The reactants are C[O:2][C:3]1[C:8]([N:9]2[C:13](=[O:14])[C:12]3=[CH:15][CH:16]=[CH:17][CH:18]=[C:11]3[C:10]2=[O:19])=[CH:7][CH:6]=[C:5]([O:20][CH3:21])[N:4]=1.[BrH:22]. The catalyst is C(O)(=O)C. The product is [BrH:22].[O:19]=[C:10]1[C:11]2[C:12](=[CH:15][CH:16]=[CH:17][CH:18]=2)[C:13](=[O:14])[N:9]1[C:8]1[C:3]([OH:2])=[N:4][C:5]([O:20][CH3:21])=[CH:6][CH:7]=1. The yield is 0.670. (2) The reactants are [Cl:1][C:2]1[CH:7]=[C:6]([N+:8]([O-])=O)[CH:5]=[CH:4][C:3]=1[N:11]1[CH2:16][CH2:15][N:14]([C:17](=[O:21])[CH:18]([CH3:20])[CH3:19])[CH2:13][CH2:12]1. The catalyst is CCO. The product is [NH2:8][C:6]1[CH:5]=[CH:4][C:3]([N:11]2[CH2:16][CH2:15][N:14]([C:17](=[O:21])[CH:18]([CH3:19])[CH3:20])[CH2:13][CH2:12]2)=[C:2]([Cl:1])[CH:7]=1. The yield is 0.990. (3) The reactants are N([O-])=[O:2].[Na+].[Cl:5][C:6]1[N:14]=[C:13]([Cl:15])[CH:12]=[C:11]([C:16]([F:19])([F:18])[F:17])[C:7]=1[C:8](N)=[O:9]. The catalyst is O.OS(O)(=O)=O. The product is [Cl:5][C:6]1[N:14]=[C:13]([Cl:15])[CH:12]=[C:11]([C:16]([F:19])([F:18])[F:17])[C:7]=1[C:8]([OH:2])=[O:9]. The yield is 0.950. (4) The reactants are C(O)(C(F)(F)F)=O.[C:8]([NH:11][C:12]1[CH:21]=[C:20]2[C:15]([CH:16]=[C:17]([C:23]3[C:24]([F:38])=[CH:25][C:26]([F:37])=[C:27]([NH:29]C(=O)OC(C)(C)C)[CH:28]=3)[C:18]([CH3:22])=[N:19]2)=[CH:14][N:13]=1)(=[O:10])[CH3:9]. The catalyst is C(Cl)Cl. The product is [NH2:29][C:27]1[C:26]([F:37])=[CH:25][C:24]([F:38])=[C:23]([C:17]2[C:18]([CH3:22])=[N:19][C:20]3[C:15]([CH:16]=2)=[CH:14][N:13]=[C:12]([NH:11][C:8](=[O:10])[CH3:9])[CH:21]=3)[CH:28]=1. The yield is 0.810. (5) The reactants are [CH3:1][C:2]1[O:6][N:5]=[C:4]([C:7]2[CH:12]=[CH:11][CH:10]=[CH:9][CH:8]=2)[C:3]=1[CH2:13][O:14][C:15]1[CH:23]=[CH:22][C:18]([C:19]([OH:21])=O)=[CH:17][N:16]=1.Cl.[F:25][CH2:26][CH2:27][NH2:28]. No catalyst specified. The product is [F:25][CH2:26][CH2:27][NH:28][C:19](=[O:21])[C:18]1[CH:22]=[CH:23][C:15]([O:14][CH2:13][C:3]2[C:4]([C:7]3[CH:8]=[CH:9][CH:10]=[CH:11][CH:12]=3)=[N:5][O:6][C:2]=2[CH3:1])=[N:16][CH:17]=1. The yield is 0.950.